Dataset: Catalyst prediction with 721,799 reactions and 888 catalyst types from USPTO. Task: Predict which catalyst facilitates the given reaction. (1) Reactant: I[C:2]1[CH:11]=[C:10]2[C:5]([CH:6]=[C:7]([C:16]([O:18][CH2:19][CH3:20])=[O:17])[CH:8]([C:12]([F:15])([F:14])[F:13])[O:9]2)=[CH:4][CH:3]=1.[CH3:21][C:22]1[CH:27]=[CH:26][C:25](B(O)O)=[CH:24][CH:23]=1.[C:31]([O-])([O-])=[O:32].[K+].[K+]. Product: [CH3:21][C:22]1[CH:27]=[CH:26][C:25]([C:31]([C:2]2[CH:11]=[C:10]3[C:5]([CH:6]=[C:7]([C:16]([O:18][CH2:19][CH3:20])=[O:17])[CH:8]([C:12]([F:15])([F:14])[F:13])[O:9]3)=[CH:4][CH:3]=2)=[O:32])=[CH:24][CH:23]=1. The catalyst class is: 184. (2) Reactant: [H-].[Na+].[CH2:3]([OH:8])[C:4]([F:7])([F:6])[F:5].[CH3:9][C:10]1[CH:15]=[C:14](Br)[CH:13]=[C:12]([CH3:17])[C:11]=1[CH2:18][C:19]([O:21]C)=[O:20]. The catalyst class is: 122. Product: [CH3:17][C:12]1[CH:13]=[C:14]([O:8][CH2:3][C:4]([F:7])([F:6])[F:5])[CH:15]=[C:10]([CH3:9])[C:11]=1[CH2:18][C:19]([OH:21])=[O:20]. (3) Reactant: [NH2:1][C:2]1[C:11]2[N:12]=[C:13]([CH2:31][CH2:32][CH2:33][CH3:34])[N:14]([CH2:15][CH2:16][CH2:17][NH:18][S:19]([C:22]3[CH:27]=[CH:26][CH:25]=[CH:24][C:23]=3[N+:28]([O-:30])=[O:29])(=[O:21])=[O:20])[C:10]=2[C:9]2[CH:8]=[CH:7][CH:6]=[CH:5][C:4]=2[N:3]=1.Br[CH2:36][CH2:37][CH2:38][N:39]1[CH2:44][CH2:43][O:42][CH2:41][CH2:40]1.C([O-])(O)=O.[Na+]. Product: [NH2:1][C:2]1[C:11]2[N:12]=[C:13]([CH2:31][CH2:32][CH2:33][CH3:34])[N:14]([CH2:15][CH2:16][CH2:17][N:18]([CH2:36][CH2:37][CH2:38][N:39]3[CH2:44][CH2:43][O:42][CH2:41][CH2:40]3)[S:19]([C:22]3[CH:27]=[CH:26][CH:25]=[CH:24][C:23]=3[N+:28]([O-:30])=[O:29])(=[O:21])=[O:20])[C:10]=2[C:9]2[CH:8]=[CH:7][CH:6]=[CH:5][C:4]=2[N:3]=1. The catalyst class is: 3.